Dataset: Catalyst prediction with 721,799 reactions and 888 catalyst types from USPTO. Task: Predict which catalyst facilitates the given reaction. (1) Reactant: C(OC(=O)[N:7]([C:18]1[N:23]=[CH:22][C:21]([CH:24]([C:26]2[C:34]3[C:29](=[N:30][CH:31]=[C:32]([O:35][CH3:36])[CH:33]=3)[N:28]([S:37]([C:40]3[CH:45]=[CH:44][CH:43]=[CH:42][CH:41]=3)(=[O:39])=[O:38])[CH:27]=2)O)=[CH:20][N:19]=1)[CH2:8][C:9]1[C:10]([O:16][CH3:17])=[N:11][CH:12]=[C:13]([F:15])[CH:14]=1)(C)(C)C.C([SiH](CC)CC)C.FC(F)(F)C(O)=O.C(=O)([O-])[O-].[K+].[K+]. The catalyst class is: 10. Product: [C:40]1([S:37]([N:28]2[C:29]3=[N:30][CH:31]=[C:32]([O:35][CH3:36])[CH:33]=[C:34]3[C:26]([CH2:24][C:21]3[CH:22]=[N:23][C:18]([NH:7][CH2:8][C:9]4[C:10]([O:16][CH3:17])=[N:11][CH:12]=[C:13]([F:15])[CH:14]=4)=[N:19][CH:20]=3)=[CH:27]2)(=[O:39])=[O:38])[CH:41]=[CH:42][CH:43]=[CH:44][CH:45]=1. (2) Reactant: C(N(CC)CC)C.Cl.[CH2:9]([O:11][C:12](=[O:15])[CH2:13][NH2:14])[CH3:10].[CH2:16]=[C:17]([CH2:21][C:22]1[CH:27]=[CH:26][CH:25]=[CH:24][CH:23]=1)[C:18](O)=[O:19].C1(N=C=NC2CCCCC2)CCCCC1. Product: [CH2:9]([O:11][C:12](=[O:15])[CH2:13][NH:14][C:18](=[O:19])[C:17](=[CH2:16])[CH2:21][C:22]1[CH:27]=[CH:26][CH:25]=[CH:24][CH:23]=1)[CH3:10]. The catalyst class is: 4. (3) Reactant: [O:1]=[C:2]1[C:7]([CH2:8][C:9]2[CH:14]=[CH:13][C:12]([C:15]3[C:16]([C:21]#[N:22])=[CH:17][CH:18]=[CH:19][CH:20]=3)=[CH:11][CH:10]=2)=[C:6]([CH2:23][CH2:24][CH3:25])[N:5]2[N:26]=[CH:27][N:28]=[C:4]2[N:3]1[CH:29]1[CH2:34][CH2:33][C:32](=[O:35])[CH2:31][CH2:30]1.[CH2:36]([Mg]Br)[CH:37]=[CH2:38].[Cl-].[NH4+]. Product: [OH:35][C:32]1([CH2:38][CH:37]=[CH2:36])[CH2:31][CH2:30][CH:29]([N:3]2[C:2](=[O:1])[C:7]([CH2:8][C:9]3[CH:10]=[CH:11][C:12]([C:15]4[C:16]([C:21]#[N:22])=[CH:17][CH:18]=[CH:19][CH:20]=4)=[CH:13][CH:14]=3)=[C:6]([CH2:23][CH2:24][CH3:25])[N:5]3[N:26]=[CH:27][N:28]=[C:4]23)[CH2:34][CH2:33]1. The catalyst class is: 7.